From a dataset of NCI-60 drug combinations with 297,098 pairs across 59 cell lines. Regression. Given two drug SMILES strings and cell line genomic features, predict the synergy score measuring deviation from expected non-interaction effect. (1) Drug 1: CCCCC(=O)OCC(=O)C1(CC(C2=C(C1)C(=C3C(=C2O)C(=O)C4=C(C3=O)C=CC=C4OC)O)OC5CC(C(C(O5)C)O)NC(=O)C(F)(F)F)O. Drug 2: CCN(CC)CCCC(C)NC1=C2C=C(C=CC2=NC3=C1C=CC(=C3)Cl)OC. Cell line: HOP-62. Synergy scores: CSS=67.9, Synergy_ZIP=-4.78, Synergy_Bliss=0.0155, Synergy_Loewe=-4.74, Synergy_HSA=-0.393. (2) Synergy scores: CSS=0.621, Synergy_ZIP=5.27, Synergy_Bliss=12.5, Synergy_Loewe=-3.47, Synergy_HSA=5.29. Drug 1: C1C(C(OC1N2C=NC3=C(N=C(N=C32)Cl)N)CO)O. Cell line: OVCAR3. Drug 2: CN(C(=O)NC(C=O)C(C(C(CO)O)O)O)N=O.